This data is from Reaction yield outcomes from USPTO patents with 853,638 reactions. The task is: Predict the reaction yield, written as a fraction of the theoretical maximum amount of product (1.0 means a 100% yield; for example, 0.34 means a 34% yield). (1) The reactants are [CH3:1][C:2](=[C:8]([CH3:12])[CH:9]([CH3:11])[CH3:10])[C:3]([O:5][CH2:6][CH3:7])=[O:4].[H][H]. The catalyst is C(OCC)(=O)C.[Pt]. The product is [CH3:1][CH:2]([CH:8]([CH3:12])[CH:9]([CH3:11])[CH3:10])[C:3]([O:5][CH2:6][CH3:7])=[O:4]. The yield is 0.830. (2) The reactants are [CH3:1][O:2][C:3](=[O:28])[CH2:4][CH2:5][C@H:6]([C@@H:8]1[C@:25]2([CH3:26])[C@H:11]([C@H:12]3[C@H:22]([CH2:23][CH2:24]2)[C@:20]2([CH3:21])[C:15](=[CH:16][C:17](=[O:27])[CH2:18][CH2:19]2)[CH2:14][CH2:13]3)[CH2:10][CH2:9]1)[CH3:7].[Li].C(OCC)(=O)C.CCCCCC. The catalyst is CCOCC. The product is [CH3:1][O:2][C:3](=[O:28])[CH2:4][CH2:5][C@H:6]([C@@H:8]1[C@:25]2([CH3:26])[C@H:11]([C@H:12]3[C@H:22]([CH2:23][CH2:24]2)[C@:20]2([CH3:21])[C@H:15]([CH2:16][C:17](=[O:27])[CH2:18][CH2:19]2)[CH2:14][CH2:13]3)[CH2:10][CH2:9]1)[CH3:7]. The yield is 0.290.